From a dataset of Forward reaction prediction with 1.9M reactions from USPTO patents (1976-2016). Predict the product of the given reaction. The product is: [Cl:34][C:35]1[CH:36]=[C:37]([CH2:42][C:43]([N:2]([C@@H:3]([C:24]2[CH:33]=[CH:32][C:27]([O:28][CH2:29][CH2:30][OH:31])=[CH:26][CH:25]=2)[CH2:4][N:5]2[CH2:9][CH2:8][C@H:7]([O:10][CH2:11][CH2:12][O:13][CH2:14][CH2:15][O:16][CH2:17][CH2:18][O:19][C:20]([F:21])([F:22])[F:23])[CH2:6]2)[CH3:1])=[O:45])[CH:38]=[CH:39][C:40]=1[Cl:41]. Given the reactants [CH3:1][NH:2][C@@H:3]([C:24]1[CH:33]=[CH:32][C:27]([O:28][CH2:29][CH2:30][OH:31])=[CH:26][CH:25]=1)[CH2:4][N:5]1[CH2:9][CH2:8][C@H:7]([O:10][CH2:11][CH2:12][O:13][CH2:14][CH2:15][O:16][CH2:17][CH2:18][O:19][C:20]([F:23])([F:22])[F:21])[CH2:6]1.[Cl:34][C:35]1[CH:36]=[C:37]([CH2:42][C:43]([OH:45])=O)[CH:38]=[CH:39][C:40]=1[Cl:41].C(N(CC)C(C)C)(C)C.F[B-](F)(F)F.N1(OC(N(C)C)=[N+](C)C)C2C=CC=CC=2N=N1, predict the reaction product.